This data is from Reaction yield outcomes from USPTO patents with 853,638 reactions. The task is: Predict the reaction yield, written as a fraction of the theoretical maximum amount of product (1.0 means a 100% yield; for example, 0.34 means a 34% yield). (1) The reactants are [CH2:1]([C:5]1[N:6]=[C:7]([CH2:28][CH3:29])[NH:8][C:9](=[O:27])[C:10]=1[CH2:11][C:12]1[CH:17]=[CH:16][C:15]([C:18]2[C:19]([C:24]#[N:25])=[CH:20][CH:21]=[CH:22][CH:23]=2)=[CH:14][C:13]=1[F:26])[CH2:2][CH2:3][CH3:4].[O:30]1[C:34]2[CH:35]=[CH:36][C:37](B(O)O)=[CH:38][C:33]=2[CH2:32][CH2:31]1.N1C=CC=CC=1.C(N(CC)CC)C. The catalyst is C(OCC)(=O)C.C([O-])(=O)C.[Cu+2].C([O-])(=O)C.ClCCl. The product is [CH2:1]([C:5]1[N:6]=[C:7]([CH2:28][CH3:29])[N:8]([C:37]2[CH:36]=[CH:35][C:34]3[O:30][CH2:31][CH2:32][C:33]=3[CH:38]=2)[C:9](=[O:27])[C:10]=1[CH2:11][C:12]1[CH:17]=[CH:16][C:15]([C:18]2[C:19]([C:24]#[N:25])=[CH:20][CH:21]=[CH:22][CH:23]=2)=[CH:14][C:13]=1[F:26])[CH2:2][CH2:3][CH3:4]. The yield is 0.790. (2) The reactants are [NH2:1][C@H:2]([C@@H:6]([OH:10])[CH:7]([CH3:9])[CH3:8])[C:3]([OH:5])=[O:4].C([O-])(O)=O.[Na+].[C:16](=O)([O-:37])[O:17][C:18]1C(C)=C(C2C=CC(C3C=CC=CC=3)=CC=2)C=CN=1.[C:39]1([C:45]2[CH:50]=[CH:49][C:48](C3C=CN(C([O-])=O)C(=O)C=3C)=[CH:47][CH:46]=2)[CH:44]=[CH:43][CH:42]=[CH:41][CH:40]=1. The catalyst is O.C1COCC1. The product is [OH:10][C@@H:6]([CH:7]([CH3:9])[CH3:8])[C@@H:2]([N:1]([C:48]1[CH:47]=[CH:46][C:45]([C:39]2[CH:40]=[CH:41][CH:42]=[CH:43][CH:44]=2)=[CH:50][CH:49]=1)[C:16]([O:17][CH3:18])=[O:37])[C:3]([OH:5])=[O:4]. The yield is 0.500. (3) The reactants are C[O:2][C:3]1[N:8]=[CH:7][C:6]([CH:9]=[O:10])=[CH:5][CH:4]=1.I[Si](C)(C)C.CO. The catalyst is ClCCl. The product is [O:2]=[C:3]1[NH:8][CH:7]=[C:6]([CH:9]=[O:10])[CH:5]=[CH:4]1. The yield is 0.870. (4) The reactants are Br[C:2]1[CH:7]=[CH:6][CH:5]=[CH:4][N:3]=1.[C:8]([O:12][C:13](=[O:28])[N:14]([C:21]1[CH:26]=[CH:25][CH:24]=[CH:23][C:22]=1[F:27])[C:15](=[O:20])[CH2:16][CH2:17][C:18]#[CH:19])([CH3:11])([CH3:10])[CH3:9]. The yield is 0.760. No catalyst specified. The product is [C:8]([O:12][C:13](=[O:28])[N:14]([C:21]1[CH:26]=[CH:25][CH:24]=[CH:23][C:22]=1[F:27])[C:15](=[O:20])[CH2:16][CH2:17][C:18]#[C:19][C:2]1[CH:7]=[CH:6][CH:5]=[CH:4][N:3]=1)([CH3:11])([CH3:9])[CH3:10].